The task is: Predict the reactants needed to synthesize the given product.. This data is from Retrosynthesis with 50K atom-mapped reactions and 10 reaction types from USPTO. (1) Given the product O=C(N[C@@H]1CN2CCC1CC2)c1cccc2c1cc1n2CCCC1, predict the reactants needed to synthesize it. The reactants are: COC(=O)c1cccc2c1cc1n2CCCC1.N[C@@H]1CN2CCC1CC2. (2) Given the product O=[N+]([O-])c1ccc(OC2CCNCC2)c(F)c1, predict the reactants needed to synthesize it. The reactants are: CC(C)(C)OC(=O)N1CCC(Oc2ccc([N+](=O)[O-])cc2F)CC1. (3) Given the product CCCOC(CCSc1ccc(OCC(=O)O)c(C)c1)c1sc2cc(C(F)(F)F)ccc2c1C, predict the reactants needed to synthesize it. The reactants are: CCCOC(CCSc1ccc(OCC(=O)OCC)c(C)c1)c1sc2cc(C(F)(F)F)ccc2c1C. (4) Given the product CC(C)(C#N)c1cccc(C(=O)Nc2ccc(Cl)c(O)c2)c1, predict the reactants needed to synthesize it. The reactants are: CC(C)(C#N)c1cccc(C(=O)Cl)c1.Nc1ccc(Cl)c(O)c1. (5) Given the product C=Cc1ccccc1-c1[nH]c2cc(C(=O)OC)ccc2c1C1CCCCC1, predict the reactants needed to synthesize it. The reactants are: C=Cc1ccccc1B(O)O.COC(=O)c1ccc2c(C3CCCCC3)c(Br)[nH]c2c1. (6) Given the product CS(=O)(=O)Nc1ccc(C(N)=O)cc1Sc1ccc(F)cc1F, predict the reactants needed to synthesize it. The reactants are: CS(=O)(=O)Cl.NC(=O)c1ccc(N)c(Sc2ccc(F)cc2F)c1. (7) The reactants are: CCCC(C(=O)OC)c1c(C)nc(N2CCCCC2)nc1Cl.OB(O)c1cccc2ncccc12. Given the product CCCC(C(=O)OC)c1c(C)nc(N2CCCCC2)nc1-c1cccc2ncccc12, predict the reactants needed to synthesize it. (8) Given the product CC(C(=O)O)N1CCC(c2ncc(-c3ccc(NC(=O)Nc4cc(F)c(F)cc4F)cc3)s2)CC1, predict the reactants needed to synthesize it. The reactants are: CC(C(=O)OC(C)(C)C)N1CCC(c2ncc(-c3ccc(NC(=O)Nc4cc(F)c(F)cc4F)cc3)s2)CC1. (9) Given the product C[C@H]1CNCCN1C(=O)c1ccc(NC(=O)NC2CCC2)cc1, predict the reactants needed to synthesize it. The reactants are: CC1CN(C(=O)OC(C)(C)C)CCN1C(=O)c1ccc(NC(=O)NC2CCC2)cc1. (10) Given the product O=C(N[C@H]1CN2CCC1CC2)c1ccc(Sc2ccc(Cl)cc2)s1, predict the reactants needed to synthesize it. The reactants are: N[C@H]1CN2CCC1CC2.O=C(O)c1ccc(Sc2ccc(Cl)cc2)s1.